Dataset: Forward reaction prediction with 1.9M reactions from USPTO patents (1976-2016). Task: Predict the product of the given reaction. (1) Given the reactants [H-].[Na+].[C:3]([O:7][C:8](=[O:23])[NH:9][CH2:10][CH2:11][C:12]1[CH:17]=[CH:16][C:15]([O:18][CH3:19])=[CH:14][C:13]=1[N+:20]([O-:22])=[O:21])([CH3:6])([CH3:5])[CH3:4].I[CH3:25], predict the reaction product. The product is: [C:3]([O:7][C:8](=[O:23])[N:9]([CH2:10][CH2:11][C:12]1[CH:17]=[CH:16][C:15]([O:18][CH3:19])=[CH:14][C:13]=1[N+:20]([O-:22])=[O:21])[CH3:25])([CH3:6])([CH3:4])[CH3:5]. (2) Given the reactants [NH2:1][C:2]1[N:3]=[C:4]([O:30][CH2:31][CH:32]2[CH2:34][CH2:33]2)[C:5]2[S:10][C:9](=[O:11])[N:8]([C@@H:12]3[O:24][C@H:23]([CH2:25][O:26]C(=O)C)[C@@H:18]([O:19]C(=O)C)[C@H:13]3[O:14]C(=O)C)[C:6]=2[N:7]=1.C([O-])([O-])=O.[K+].[K+], predict the reaction product. The product is: [NH2:1][C:2]1[N:3]=[C:4]([O:30][CH2:31][CH:32]2[CH2:34][CH2:33]2)[C:5]2[S:10][C:9](=[O:11])[N:8]([C@@H:12]3[O:24][C@H:23]([CH2:25][OH:26])[C@@H:18]([OH:19])[C@H:13]3[OH:14])[C:6]=2[N:7]=1. (3) Given the reactants [ClH:1].C(OCC)C.[CH3:7][C:8]1[C:16]([O:17][C@@H:18]2[CH2:23][CH2:22][CH2:21][CH2:20][C@H:19]2[CH2:24][NH2:25])=[CH:15][CH:14]=[C:13]2[C:9]=1[CH:10]=[N:11][NH:12]2, predict the reaction product. The product is: [ClH:1].[CH3:7][C:8]1[C:16]([O:17][C@@H:18]2[CH2:23][CH2:22][CH2:21][CH2:20][C@H:19]2[CH2:24][NH2:25])=[CH:15][CH:14]=[C:13]2[C:9]=1[CH:10]=[N:11][NH:12]2. (4) Given the reactants [CH3:1][O:2][C:3](=[O:21])[C:4]1[CH:18]=[C:17]([O:19][CH3:20])[CH:16]=[C:6]([C:7]([NH:9][CH:10]2[CH2:15][CH2:14][NH:13][CH2:12][CH2:11]2)=[O:8])[CH:5]=1.COC(=O)C1C=C(OC)C=C(C(O)=O)C=1.C(OC(N1CCC(N)CC1)=O)(C)(C)C.ClC1N=C(OC)N=C(OC)N=1.C(O)(C(F)(F)F)=O.[CH2:69]([O:71][C:72]1[CH:73]=[C:74]([CH:77]=[C:78]([O:81][CH2:82][CH3:83])[C:79]=1[F:80])[CH:75]=O)[CH3:70].C([BH3-])#N.[Na+].C(N(C(C)C)C(C)C)C, predict the reaction product. The product is: [CH3:1][O:2][C:3](=[O:21])[C:4]1[CH:18]=[C:17]([O:19][CH3:20])[CH:16]=[C:6]([C:7]([NH:9][CH:10]2[CH2:11][CH2:12][N:13]([CH2:75][C:74]3[CH:77]=[C:78]([O:81][CH2:82][CH3:83])[C:79]([F:80])=[C:72]([O:71][CH2:69][CH3:70])[CH:73]=3)[CH2:14][CH2:15]2)=[O:8])[CH:5]=1. (5) Given the reactants [OH:1][C:2]1([CH2:15][C:16]2[CH:21]=[CH:20][CH:19]=[C:18]([NH:22][C:23]3[S:24][CH:25]=[CH:26][N:27]=3)[N:17]=2)[CH2:7][CH2:6][N:5](C(OC(C)(C)C)=O)[CH2:4][CH2:3]1.FC(F)(F)C(O)=O, predict the reaction product. The product is: [S:24]1[CH:25]=[CH:26][N:27]=[C:23]1[NH:22][C:18]1[N:17]=[C:16]([CH2:15][C:2]2([OH:1])[CH2:7][CH2:6][NH:5][CH2:4][CH2:3]2)[CH:21]=[CH:20][CH:19]=1. (6) Given the reactants [CH3:1][N:2]1[C:7](=[O:8])[C:6]([NH:9][C:10]2[CH:19]=[C:13]3[CH2:14][N:15]([CH3:18])[CH2:16][CH2:17][N:12]3[N:11]=2)=[CH:5][C:4]([C:20]2[CH:27]=[N:26][CH:25]=[C:24]([N:28]3[CH2:40][CH2:39][N:31]4[C:32]5[CH2:33][CH2:34][CH2:35][CH2:36][C:37]=5[CH:38]=[C:30]4[C:29]3=[O:41])[C:21]=2[CH:22]=[O:23])=[CH:3]1.[BH4-].[Na+], predict the reaction product. The product is: [OH:23][CH2:22][C:21]1[C:20]([C:4]2[CH:5]=[C:6]([NH:9][C:10]3[CH:19]=[C:13]4[CH2:14][N:15]([CH3:18])[CH2:16][CH2:17][N:12]4[N:11]=3)[C:7](=[O:8])[N:2]([CH3:1])[CH:3]=2)=[CH:27][N:26]=[CH:25][C:24]=1[N:28]1[CH2:40][CH2:39][N:31]2[C:32]3[CH2:33][CH2:34][CH2:35][CH2:36][C:37]=3[CH:38]=[C:30]2[C:29]1=[O:41]. (7) Given the reactants [Li+].CC([N-]C(C)C)C.[C:9]([O:15][CH3:16])(=[O:14])[CH2:10][C:11]([CH3:13])=[O:12].[CH:17]1([C:22](=[O:36])[CH2:23][CH2:24][C:25]#[C:26][C:27]2[CH:32]=[C:31]([CH3:33])[C:30]([OH:34])=[CH:29][C:28]=2[CH3:35])[CH2:21][CH2:20][CH2:19][CH2:18]1, predict the reaction product. The product is: [CH3:16][O:15][C:9](=[O:14])[CH2:10][C:11](=[O:12])[CH2:13][C:22]([CH:17]1[CH2:21][CH2:20][CH2:19][CH2:18]1)([OH:36])[CH2:23][CH2:24][C:25]#[C:26][C:27]1[CH:32]=[C:31]([CH3:33])[C:30]([OH:34])=[CH:29][C:28]=1[CH3:35]. (8) Given the reactants [CH:1]([N:4]1[C:8]2=[N:9][C:10]([C:19]3[CH:20]=[C:21]([OH:25])[CH:22]=[CH:23][CH:24]=3)=[CH:11][C:12]([N:13]3[CH2:18][CH2:17][O:16][CH2:15][CH2:14]3)=[C:7]2[C:6]([CH3:26])=[N:5]1)([CH3:3])[CH3:2].C([O-])([O-])=O.[K+].[K+].Cl[CH2:34][CH:35]1[CH2:37][O:36]1, predict the reaction product. The product is: [CH:1]([N:4]1[C:8]2=[N:9][C:10]([C:19]3[CH:24]=[CH:23][CH:22]=[C:21]([O:25][CH2:34][CH:35]4[CH2:37][O:36]4)[CH:20]=3)=[CH:11][C:12]([N:13]3[CH2:14][CH2:15][O:16][CH2:17][CH2:18]3)=[C:7]2[C:6]([CH3:26])=[N:5]1)([CH3:3])[CH3:2]. (9) Given the reactants [F:1][C:2]1([F:10])[CH2:5][CH:4]([C:6]([O:8]C)=O)[CH2:3]1.[I-].[In+3].[I-].[I-].[CH3:15][O:16][C:17]([O:21][Si](C)(C)C)=[C:18]([CH3:20])[CH3:19].C[SiH](C)C1C=CC=CC=1.CCCC[N+](CCCC)(CCCC)CCCC.[F-].Cl, predict the reaction product. The product is: [F:10][C:2]1([F:1])[CH2:3][CH:4]([CH:6]([OH:8])[C:18]([CH3:20])([CH3:19])[C:17]([O:16][CH3:15])=[O:21])[CH2:5]1.